From a dataset of Reaction yield outcomes from USPTO patents with 853,638 reactions. Predict the reaction yield, written as a fraction of the theoretical maximum amount of product (1.0 means a 100% yield; for example, 0.34 means a 34% yield). (1) The reactants are [CH:1]([C:3]1[S:7][C:6]([N:8]2[CH2:13][CH2:12][N:11]([C:14]([O:16][C:17]([CH3:20])([CH3:19])[CH3:18])=[O:15])[CH2:10][CH2:9]2)=[CH:5][CH:4]=1)=[O:2].[OH-:21].[Na+]. The catalyst is C(O)C.O.[N+]([O-])([O-])=O.[Ag+]. The product is [CH3:18][C:17]([O:16][C:14]([N:11]1[CH2:12][CH2:13][N:8]([C:6]2[S:7][C:3]([C:1]([OH:21])=[O:2])=[CH:4][CH:5]=2)[CH2:9][CH2:10]1)=[O:15])([CH3:20])[CH3:19]. The yield is 0.710. (2) The reactants are C(O[C:5](=[O:7])C)(=O)C.[NH2:8][C:9]1[CH:16]=[CH:15][C:14]([Cl:17])=[CH:13][C:10]=1[C:11]#[N:12].C(OCC)=O. The catalyst is C(O)=O. The product is [Cl:17][C:14]1[CH:15]=[CH:16][C:9]([NH:8][CH:5]=[O:7])=[C:10]([C:11]#[N:12])[CH:13]=1. The yield is 0.910. (3) The product is [NH:1]1[C:9]2[C:4](=[CH:5][C:6]([O:10][C@H:11]3[CH2:15][CH2:14][N:13]([CH:16]4[CH2:17][CH2:18][N:19]([C:27]5[CH:26]=[N:25][C:24]([Cl:23])=[CH:29][N:28]=5)[CH2:20][CH2:21]4)[C:12]3=[O:22])=[CH:7][CH:8]=2)[CH:3]=[N:2]1. The catalyst is CN(C=O)C. The reactants are [NH:1]1[C:9]2[C:4](=[CH:5][C:6]([O:10][C@H:11]3[CH2:15][CH2:14][N:13]([CH:16]4[CH2:21][CH2:20][NH:19][CH2:18][CH2:17]4)[C:12]3=[O:22])=[CH:7][CH:8]=2)[CH:3]=[N:2]1.[Cl:23][C:24]1[CH:29]=[N:28][C:27](Cl)=[CH:26][N:25]=1.CCN(C(C)C)C(C)C. The yield is 0.0285. (4) The yield is 0.981. The catalyst is C(Cl)Cl.[Pd]. The reactants are [CH3:1][C:2]1([CH3:14])[O:6][C@H:5]([CH2:7][C:8](=[O:12])SCC)[C:4](=[O:13])[O:3]1.C([SiH](CC)CC)C. The product is [CH3:1][C:2]1([CH3:14])[O:6][C@H:5]([CH2:7][CH:8]=[O:12])[C:4](=[O:13])[O:3]1.